From a dataset of Forward reaction prediction with 1.9M reactions from USPTO patents (1976-2016). Predict the product of the given reaction. (1) Given the reactants Cl[C:2]1[CH:3]=[C:4]([N:11]([CH2:18][C:19]2[CH:24]=[CH:23][C:22]([O:25][CH3:26])=[CH:21][CH:20]=2)[C:12]2[CH:17]=[CH:16][CH:15]=[CH:14][CH:13]=2)[C:5]2[N:6]([CH:8]=[CH:9][N:10]=2)[N:7]=1.C[C:28]([N:30](C)C)=O, predict the reaction product. The product is: [CH3:26][O:25][C:22]1[CH:23]=[CH:24][C:19]([CH2:18][N:11]([C:12]2[CH:17]=[CH:16][CH:15]=[CH:14][CH:13]=2)[C:4]2[C:5]3[N:6]([CH:8]=[CH:9][N:10]=3)[N:7]=[C:2]([C:28]#[N:30])[CH:3]=2)=[CH:20][CH:21]=1. (2) Given the reactants C[O:2][B:3]([C:6]1[C:11](=[O:12])[C:10]([O:13]CC2C=CC=CC=2)=[CH:9][N:8]([C:21]2[CH:22]=[C:23]([C:27]3[CH:32]=[CH:31][CH:30]=[CH:29][CH:28]=3)[CH:24]=[CH:25][CH:26]=2)[CH:7]=1)[O:4]C, predict the reaction product. The product is: [C:23]1([C:27]2[CH:28]=[CH:29][CH:30]=[CH:31][CH:32]=2)[CH:24]=[CH:25][CH:26]=[C:21]([N:8]2[CH:9]=[C:10]([OH:13])[C:11](=[O:12])[C:6]([B:3]([OH:2])[OH:4])=[CH:7]2)[CH:22]=1.